This data is from Forward reaction prediction with 1.9M reactions from USPTO patents (1976-2016). The task is: Predict the product of the given reaction. (1) Given the reactants [BH4-].[Na+].C(O)C.[NH2:6][C:7]1[C:12]2[C:13](=[O:16])[CH2:14][O:15][C:11]=2[CH:10]=[CH:9][C:8]=1[Br:17], predict the reaction product. The product is: [NH2:6][C:7]1[C:12]2[CH:13]([OH:16])[CH2:14][O:15][C:11]=2[CH:10]=[CH:9][C:8]=1[Br:17]. (2) Given the reactants [C:1]([C:5]1[CH:10]=[CH:9][CH:8]=[C:7]([C:11]([CH3:14])([CH3:13])[CH3:12])[C:6]=1[OH:15])([CH3:4])([CH3:3])[CH3:2].[N+:16]([O-])([OH:18])=[O:17].C(O)(=O)C, predict the reaction product. The product is: [C:11]([C:7]1[CH:8]=[C:9]([N+:16]([O-:18])=[O:17])[CH:10]=[C:5]([C:1]([CH3:4])([CH3:3])[CH3:2])[C:6]=1[OH:15])([CH3:14])([CH3:13])[CH3:12]. (3) Given the reactants [C:1]([NH:3][C:4](=[N:12][C:13]1[CH:18]=[CH:17][C:16]([O:19][CH3:20])=[CH:15][C:14]=1[O:21][CH3:22])OC1C=CC=CC=1)#[N:2].Cl.[F:24][C:25]1[CH:30]=[CH:29][CH:28]=[CH:27][C:26]=1[NH:31][NH2:32].C(N(CC)CC)C, predict the reaction product. The product is: [CH3:22][O:21][C:14]1[CH:15]=[C:16]([O:19][CH3:20])[CH:17]=[CH:18][C:13]=1[NH:12][C:4]1[N:3]=[C:1]([NH2:2])[N:31]([C:26]2[CH:27]=[CH:28][CH:29]=[CH:30][C:25]=2[F:24])[N:32]=1. (4) Given the reactants [CH3:1][C:2]([C@H:4]1[C@@H:8]2[C@@H:9]3[C@@:22]([CH3:25])([CH2:23][CH2:24][C@@:7]2([CH2:31][OH:32])[CH2:6][CH2:5]1)[C@@:21]1([CH3:26])[C@@H:12]([C@:13]2([CH3:30])[C@@H:18]([CH2:19][CH2:20]1)[C:17]([CH3:28])([CH3:27])[C@@H:16]([OH:29])[CH2:15][CH2:14]2)[CH2:11][CH2:10]3)=[CH2:3].[Cr](Cl)([O-])(=O)=O.[NH+]1C=CC=CC=1.ClCCl, predict the reaction product. The product is: [CH3:3][C:2]([C@H:4]1[C@@H:8]2[C@@H:9]3[C@@:22]([CH3:25])([CH2:23][CH2:24][C@@:7]2([CH:31]=[O:32])[CH2:6][CH2:5]1)[C@@:21]1([CH3:26])[C@@H:12]([C@:13]2([CH3:30])[C@@H:18]([CH2:19][CH2:20]1)[C:17]([CH3:28])([CH3:27])[C:16](=[O:29])[CH2:15][CH2:14]2)[CH2:11][CH2:10]3)=[CH2:1]. (5) Given the reactants C(OC(=O)[NH:7][C:8]1[S:9][C:10]([C:36]2[CH:41]=[CH:40][CH:39]=[CH:38][N:37]=2)=[CH:11][C:12]=1[C:13]([N:15]1[CH2:20][CH2:19][CH:18]([N:21]2[CH2:35][CH2:34][CH2:33][C:23]3([O:27][C:26](=[O:28])[N:25]([CH:29]([CH3:31])[CH3:30])[C:24]3=[O:32])[CH2:22]2)[CH2:17][CH2:16]1)=[O:14])(C)(C)C.C(=O)([O-])O.[Na+], predict the reaction product. The product is: [NH2:7][C:8]1[S:9][C:10]([C:36]2[CH:41]=[CH:40][CH:39]=[CH:38][N:37]=2)=[CH:11][C:12]=1[C:13]([N:15]1[CH2:16][CH2:17][CH:18]([N:21]2[CH2:35][CH2:34][CH2:33][C:23]3([O:27][C:26](=[O:28])[N:25]([CH:29]([CH3:31])[CH3:30])[C:24]3=[O:32])[CH2:22]2)[CH2:19][CH2:20]1)=[O:14].